This data is from Full USPTO retrosynthesis dataset with 1.9M reactions from patents (1976-2016). The task is: Predict the reactants needed to synthesize the given product. (1) The reactants are: [OH:1][C@H:2]1[CH2:6][CH2:5][NH:4][C@@H:3]1[C:7]([OH:9])=[O:8].C(=O)(O)[O-].[Na+].O1CCOCC1.[C:21]([O:25][C:26](O[C:26]([O:25][C:21]([CH3:24])([CH3:23])[CH3:22])=[O:27])=[O:27])([CH3:24])([CH3:23])[CH3:22]. Given the product [C:21]([O:25][C:26]([N:4]1[CH2:5][CH2:6][C@H:2]([OH:1])[C@H:3]1[C:7]([OH:9])=[O:8])=[O:27])([CH3:24])([CH3:23])[CH3:22], predict the reactants needed to synthesize it. (2) Given the product [C:4]([O:8][C:9]([N:11]1[CH2:16][CH:15]=[C:14]([C:35]2[CH:27]=[CH:38][O:37][CH:36]=2)[CH2:13][CH2:12]1)=[O:10])([CH3:7])([CH3:6])[CH3:5], predict the reactants needed to synthesize it. The reactants are: B(O)O.[C:4]([O:8][C:9]([N:11]1[CH2:16][CH:15]=[C:14](OS(C(F)(F)F)(=O)=O)[CH2:13][CH2:12]1)=[O:10])([CH3:7])([CH3:6])[CH3:5].[Cl-].[Li+].[C:27]([O-])([O-])=O.[Na+].[Na+].CO[CH2:35][CH2:36][O:37][CH3:38]. (3) Given the product [Cl:28][C:25]1[CH:26]=[CH:27][C:22]([N:11]2[CH:12]=[CH:13][C:14]([CH2:36][OH:37])=[C:10]2[C:7]2[CH:8]=[CH:9][C:4]([C:1]([NH2:2])=[O:3])=[CH:5][C:6]=2[CH3:31])=[C:23]([O:29][CH3:30])[CH:24]=1, predict the reactants needed to synthesize it. The reactants are: [C:1]([C:4]1[CH:9]=[CH:8][C:7]([C:10]2[N:11]([C:22]3[CH:27]=[CH:26][C:25]([Cl:28])=[CH:24][C:23]=3[O:29][CH3:30])[CH:12]=[CH:13][C:14]=2/C=C/C(OCC)=O)=[C:6]([CH3:31])[CH:5]=1)(=[O:3])[NH2:2].[H][H].C1C[O:37][CH2:36]C1. (4) Given the product [NH2:1][CH2:4][C:5]1[N:6]=[CH:7][N:8]([C:10]2[CH:15]=[CH:14][C:13]([I:16])=[CH:12][CH:11]=2)[CH:9]=1, predict the reactants needed to synthesize it. The reactants are: [N:1]([CH2:4][C:5]1[N:6]=[CH:7][N:8]([C:10]2[CH:15]=[CH:14][C:13]([I:16])=[CH:12][CH:11]=2)[CH:9]=1)=[N+]=[N-]. (5) Given the product [CH3:21][C:20]([O:9][C@@H:8]1[C:10]2[CH:11]=[CH:12][CH:13]=[CH:14][C:15]=2[N:16]([C:17]([NH2:19])=[O:18])[C:4]2[CH:3]=[CH:2][CH:1]=[CH:6][C:5]=2[CH2:7]1)=[O:22], predict the reactants needed to synthesize it. The reactants are: [CH:1]1[CH:2]=[CH:3][C:4]2[N:16]([C:17]([NH2:19])=[O:18])[C:15]3[CH:14]=[CH:13][CH:12]=[CH:11][C:10]=3[C:8](=[O:9])[CH2:7][C:5]=2[CH:6]=1.[C:20](OCC)(=[O:22])[CH3:21].O.C(O)=O. (6) Given the product [CH3:1][C:2]([CH3:40])([CH3:39])[C:3]([C:5]1[C:13]2[C:8](=[N:9][CH:10]=[C:11]([C:14]3[CH:15]=[C:16]([CH:23]=[C:24]([N:26]4[CH2:30][CH2:29][CH2:28][CH2:27]4)[CH:25]=3)[C:17]([NH:19][CH2:20][CH2:21][OH:22])=[O:18])[N:12]=2)[NH:7][CH:6]=1)=[O:4], predict the reactants needed to synthesize it. The reactants are: [CH3:1][C:2]([CH3:40])([CH3:39])[C:3]([C:5]1[C:13]2[C:8](=[N:9][CH:10]=[C:11]([C:14]3[CH:15]=[C:16]([CH:23]=[C:24]([N:26]4[CH2:30][CH2:29][CH2:28][CH2:27]4)[CH:25]=3)[C:17]([NH:19][CH2:20][CH2:21][OH:22])=[O:18])[N:12]=2)[N:7](COCC[Si](C)(C)C)[CH:6]=1)=[O:4]. (7) Given the product [F:1][C:2]1[CH:3]=[C:4]([NH:8][C:9]([C:11]2[NH:12][C:13]([C:31](=[O:32])[C:30]3[CH:34]=[CH:35][C:36]([F:38])=[CH:37][C:29]=3[F:28])=[CH:14][CH:15]=2)=[O:10])[CH:5]=[CH:6][CH:7]=1, predict the reactants needed to synthesize it. The reactants are: [F:1][C:2]1[CH:3]=[C:4]([NH:8][C:9]([C:11]2[NH:12][C:13](C3C4C(=CC=C([N+]([O-])=O)C=4)NN=3)=[CH:14][CH:15]=2)=[O:10])[CH:5]=[CH:6][CH:7]=1.[F:28][C:29]1[CH:37]=[C:36]([F:38])[CH:35]=[CH:34][C:30]=1[C:31](Cl)=[O:32].[Sn](Cl)(Cl)(Cl)Cl.